Dataset: Full USPTO retrosynthesis dataset with 1.9M reactions from patents (1976-2016). Task: Predict the reactants needed to synthesize the given product. (1) Given the product [C:1]([O:4][C@@H:5]([CH3:9])[C:6]([NH:10][C:11]1[N:15]([CH:16]2[CH2:21][CH2:20][O:19][CH2:18][CH2:17]2)[N:14]=[CH:13][C:12]=1[C:22](=[O:23])[NH2:24])=[O:7])(=[O:3])[CH3:2], predict the reactants needed to synthesize it. The reactants are: [C:1]([O:4][C@@H:5]([CH3:9])[C:6](Cl)=[O:7])(=[O:3])[CH3:2].[NH2:10][C:11]1[N:15]([CH:16]2[CH2:21][CH2:20][O:19][CH2:18][CH2:17]2)[N:14]=[CH:13][C:12]=1[C:22]([NH2:24])=[O:23]. (2) Given the product [CH3:1][O:2][C:3]1[CH:4]=[C:5]([S:9][CH2:14][C:15]([C:17]2[S:18][CH:19]=[CH:20][N:21]=2)=[O:16])[CH:6]=[CH:7][CH:8]=1, predict the reactants needed to synthesize it. The reactants are: [CH3:1][O:2][C:3]1[CH:4]=[C:5]([SH:9])[CH:6]=[CH:7][CH:8]=1.[OH-].[K+].Br.Br[CH2:14][C:15]([C:17]1[S:18][CH:19]=[CH:20][N:21]=1)=[O:16].